From a dataset of Experimentally validated miRNA-target interactions with 360,000+ pairs, plus equal number of negative samples. Binary Classification. Given a miRNA mature sequence and a target amino acid sequence, predict their likelihood of interaction. (1) Result: 1 (interaction). The miRNA is hsa-miR-616-5p with sequence ACUCAAAACCCUUCAGUGACUU. The protein sequence of the target gene is MKKFFDSRREQGGSGLGSGSSGGGGSTSGLGSGYIGRVFGIGRQQVTVDEVLAEGGFAIVFLVRTSNGMKCALKRMFVNNEHDLQVCKREIQIMRDLSGHKNIVGYIDSSINNVSSGDVWEVLILMDFCRGGQVVNLMNQRLQTGFTENEVLQIFCDTCEAVARLHQCKTPIIHRDLKVENILLHDRGHYVLCDFGSATNKFQNPQTEGVNAVEDEIKKYTTLSYRAPEMVNLYSGKIITTKADIWALGCLLYKLCYFTLPFGESQVAICDGNFTIPDNSRYSQDMHCLIRYMLEPDPDK.... (2) The miRNA is hsa-miR-4735-5p with sequence CCUAAUUUGAACACCUUCGGUA. The protein sequence of the target gene is MPKYCRAPNCSNTAGRLGADNRPVSFYKFPLKDGPRLQAWLQHMGCEHWVPSCHQHLCSEHFTPSCFQWRWGVRYLRPDAVPSIFSRGPPAKSQRRTRSTQKPVSPPPPLQKNTPLPQSPAIPVSGPVRLVVLGPTSGSPKTVATMLLTPLAPAPTPERSQPEVPAQQAQTGLGPVLGALQRRVRRLQRCQERHQAQLQALERLAQQLHGESLLARARRGLQRLTTAQTLGPEESQTFTIICGGPDIAMVLAQDPAPATVDAKPELLDTRIPSA. Result: 1 (interaction).